Dataset: Peptide-MHC class II binding affinity with 134,281 pairs from IEDB. Task: Regression. Given a peptide amino acid sequence and an MHC pseudo amino acid sequence, predict their binding affinity value. This is MHC class II binding data. (1) The peptide sequence is MANWVQANMAPENVA. The MHC is DRB1_0401 with pseudo-sequence DRB1_0401. The binding affinity (normalized) is 0. (2) The peptide sequence is VTANRAELKALIASN. The MHC is HLA-DPA10201-DPB11401 with pseudo-sequence HLA-DPA10201-DPB11401. The binding affinity (normalized) is 0.486. (3) The peptide sequence is EQISVLRKAFDAFDR. The MHC is HLA-DPA10201-DPB10501 with pseudo-sequence HLA-DPA10201-DPB10501. The binding affinity (normalized) is 0.545. (4) The binding affinity (normalized) is 0.813. The MHC is HLA-DPA10103-DPB10301 with pseudo-sequence HLA-DPA10103-DPB10301. The peptide sequence is AFKVAATAANAAPAF. (5) The peptide sequence is PPLYATGRLSQAQLMPSPPM. The MHC is HLA-DQA10501-DQB10201 with pseudo-sequence HLA-DQA10501-DQB10201. The binding affinity (normalized) is 0.402.